This data is from Forward reaction prediction with 1.9M reactions from USPTO patents (1976-2016). The task is: Predict the product of the given reaction. (1) The product is: [CH2:8]([O:15][C:16](=[O:28])[C@@H:17]([NH2:20])[CH2:18][CH3:19])[C:9]1[CH:14]=[CH:13][CH:12]=[CH:11][CH:10]=1. Given the reactants Cl.C(OCC)(=O)C.[CH2:8]([O:15][C:16](=[O:28])[C@@H:17]([NH:20]C(OC(C)(C)C)=O)[CH2:18][CH3:19])[C:9]1[CH:14]=[CH:13][CH:12]=[CH:11][CH:10]=1, predict the reaction product. (2) The product is: [F:13][C:14]1[CH:21]=[C:20]([F:22])[CH:19]=[CH:18][C:15]=1[CH2:16][C:2]1[CH:3]=[C:4]([CH:9]=[CH:10][N:11]=1)[C:5]([O:7][CH3:8])=[O:6]. Given the reactants Cl[C:2]1[CH:3]=[C:4]([CH:9]=[CH:10][N:11]=1)[C:5]([O:7][CH3:8])=[O:6].[Cl-].[F:13][C:14]1[CH:21]=[C:20]([F:22])[CH:19]=[CH:18][C:15]=1[CH2:16][Zn+].Cl, predict the reaction product. (3) Given the reactants [OH:1][C:2]1[CH:7]=[CH:6][C:5]([NH:8][CH2:9][C:10]2[CH:11]=[N:12][CH:13]=[CH:14][CH:15]=2)=[CH:4][CH:3]=1.N1C=CN=C1.[Si:21](Cl)([C:24]([CH3:27])([CH3:26])[CH3:25])([CH3:23])[CH3:22], predict the reaction product. The product is: [Si:21]([O:1][C:2]1[CH:3]=[CH:4][C:5]([NH:8][CH2:9][C:10]2[CH:11]=[N:12][CH:13]=[CH:14][CH:15]=2)=[CH:6][CH:7]=1)([C:24]([CH3:27])([CH3:26])[CH3:25])([CH3:23])[CH3:22]. (4) Given the reactants [CH3:1][O:2][C:3](=[O:20])[C@@H:4]([NH:12][C:13]([O:15]C(C)(C)C)=O)[CH2:5][C:6]1[CH:11]=[CH:10][CH:9]=[CH:8][N:7]=1.C(O)(C(F)(F)F)=O.C(N(CC)C(C)C)(C)C.[CH2:37]([O:44][C:45]([NH:47][C@@H:48](C)[C:49](O)=O)=[O:46])[C:38]1[CH:43]=[CH:42][CH:41]=[CH:40][CH:39]=1.CN(C(ON1N=NC2C=CC=NC1=2)=[N+](C)C)C.F[P-](F)(F)(F)(F)F, predict the reaction product. The product is: [CH3:1][O:2][C:3](=[O:20])[C@@H:4]([NH:12][C:13](=[O:15])[C@@H:48]([NH:47][C:45]([O:44][CH2:37][C:38]1[CH:43]=[CH:42][CH:41]=[CH:40][CH:39]=1)=[O:46])[CH3:49])[CH2:5][C:6]1[CH:11]=[CH:10][CH:9]=[CH:8][N:7]=1. (5) Given the reactants Br[C:2]1[S:3][C:4]2[CH2:5][C:6]3[C:12]([C:13]4[CH:18]=[CH:17][C:16]([O:19][CH3:20])=[CH:15][CH:14]=4)=[N:11][N:10]([CH2:21][O:22][CH2:23][CH2:24][Si:25]([CH3:28])([CH3:27])[CH3:26])[C:7]=3[C:8]=2[CH:9]=1.[F:29][C:30]1[CH:31]=[C:32](B2OC(C)(C)C(C)(C)O2)[CH:33]=[CH:34][C:35]=1[O:36][CH3:37].C([O-])([O-])=O.[Na+].[Na+], predict the reaction product. The product is: [F:29][C:30]1[CH:31]=[C:32]([C:2]2[S:3][C:4]3[CH2:5][C:6]4[C:12]([C:13]5[CH:14]=[CH:15][C:16]([O:19][CH3:20])=[CH:17][CH:18]=5)=[N:11][N:10]([CH2:21][O:22][CH2:23][CH2:24][Si:25]([CH3:27])([CH3:26])[CH3:28])[C:7]=4[C:8]=3[CH:9]=2)[CH:33]=[CH:34][C:35]=1[O:36][CH3:37]. (6) Given the reactants Br[C:2]1[CH:7]=[CH:6][C:5]2[C:8]3[C:13]([NH:14][C:15]4[CH:20]=[CH:19][C:18]([O:21][CH2:22][C:23]5[CH:28]=[CH:27][CH:26]=[CH:25][N:24]=5)=[C:17]([Cl:29])[CH:16]=4)=[N:12][CH:11]=[N:10][C:9]=3[S:30][C:4]=2[CH:3]=1.[K].C(=O)([O-])[O-].[Na+].[Na+].[CH3:38][CH2:39]OC(C)=O, predict the reaction product. The product is: [Cl:29][C:17]1[CH:16]=[C:15]([NH:14][C:13]2[C:8]3[C:5]4[CH:6]=[CH:7][C:2]([CH:38]=[CH2:39])=[CH:3][C:4]=4[S:30][C:9]=3[N:10]=[CH:11][N:12]=2)[CH:20]=[CH:19][C:18]=1[O:21][CH2:22][C:23]1[CH:28]=[CH:27][CH:26]=[CH:25][N:24]=1.